This data is from Full USPTO retrosynthesis dataset with 1.9M reactions from patents (1976-2016). The task is: Predict the reactants needed to synthesize the given product. (1) The reactants are: [N:1]1[CH:6]=[CH:5][C:4]([C:7]2[S:11][C:10]([C:12]([OH:14])=O)=[CH:9][CH:8]=2)=[CH:3][CH:2]=1.[F:15][C:16]([F:26])([F:25])[C:17]1[CH:18]=[C:19]([CH2:23][NH2:24])[CH:20]=[CH:21][CH:22]=1. Given the product [F:15][C:16]([F:25])([F:26])[C:17]1[CH:18]=[C:19]([CH:20]=[CH:21][CH:22]=1)[CH2:23][NH:24][C:12]([C:10]1[S:11][C:7]([C:4]2[CH:3]=[CH:2][N:1]=[CH:6][CH:5]=2)=[CH:8][CH:9]=1)=[O:14], predict the reactants needed to synthesize it. (2) Given the product [ClH:24].[NH2:1][CH2:2][CH2:3][CH2:4][NH:5][S:21]([CH3:20])(=[O:23])=[O:22], predict the reactants needed to synthesize it. The reactants are: [NH2:1][CH2:2][CH2:3][CH2:4][NH:5]C(=O)OC(C)(C)C.C(N(CC)CC)C.[CH3:20][S:21]([Cl:24])(=[O:23])=[O:22].C(OCC)(=O)C. (3) Given the product [CH3:5][CH:4]([O:6][C:7]1[CH:16]=[C:15]2[C:10]([C:11]([C:40]([OH:42])=[O:41])=[C:12]([CH2:27][N:28]3[CH2:29][CH2:30][CH:31]([N:34]4[CH2:39][CH2:38][O:37][CH2:36][CH2:35]4)[CH2:32][CH2:33]3)[C:13]([C:17]3[CH:22]=[CH:21][CH:20]=[C:19]([C:23]([F:26])([F:24])[F:25])[CH:18]=3)=[N:14]2)=[CH:9][C:8]=1[S:44]([CH3:47])(=[O:46])=[O:45])[CH3:3], predict the reactants needed to synthesize it. The reactants are: [OH-].[K+].[CH3:3][CH:4]([O:6][C:7]1[CH:16]=[C:15]2[C:10]([C:11]([C:40]([O:42]C)=[O:41])=[C:12]([CH2:27][N:28]3[CH2:33][CH2:32][CH:31]([N:34]4[CH2:39][CH2:38][O:37][CH2:36][CH2:35]4)[CH2:30][CH2:29]3)[C:13]([C:17]3[CH:22]=[CH:21][CH:20]=[C:19]([C:23]([F:26])([F:25])[F:24])[CH:18]=3)=[N:14]2)=[CH:9][C:8]=1[S:44]([CH3:47])(=[O:46])=[O:45])[CH3:5]. (4) Given the product [Br:1][C:2]1[CH:10]=[CH:9][C:5]([C:6]([O:8][CH:20]([CH3:22])[CH2:19][O:18][CH3:17])=[O:7])=[CH:4][C:3]=1[CH3:11], predict the reactants needed to synthesize it. The reactants are: [Br:1][C:2]1[CH:10]=[CH:9][C:5]([C:6]([OH:8])=[O:7])=[CH:4][C:3]=1[CH3:11].S(=O)(=O)(O)O.[CH3:17][O:18][CH2:19][CH:20]([CH3:22])O. (5) Given the product [OH:12][C:8]1[CH:7]=[C:6]2[C:11]([CH:2]=[C:3]([C:14]([O:16][CH2:17][CH3:18])=[O:15])[CH:4]=[N:5]2)=[CH:10][CH:9]=1, predict the reactants needed to synthesize it. The reactants are: Cl[C:2]1[C:11]2[C:6](=[CH:7][C:8]([O:12]C)=[CH:9][CH:10]=2)[N:5]=[CH:4][C:3]=1[C:14]([O:16][CH2:17][CH3:18])=[O:15].OC1C2C(=CC(OC)=CC=2)N=CC=1C(OCC)=O.C(Cl)(=O)C(Cl)=O.C([O-])(O)=O.[Na+].